Dataset: Reaction yield outcomes from USPTO patents with 853,638 reactions. Task: Predict the reaction yield, written as a fraction of the theoretical maximum amount of product (1.0 means a 100% yield; for example, 0.34 means a 34% yield). (1) The reactants are [CH:1]1([C:4]2[CH:9]=[CH:8][C:7]([N:10]3[CH2:14][CH2:13][C:12]4([CH2:19][CH2:18][N:17]([CH2:20][C:21](O)=[O:22])[CH2:16][CH2:15]4)[C:11]3=[O:24])=[CH:6][CH:5]=2)[CH2:3][CH2:2]1.CN(C(O[N:33]1N=N[C:35]2C=CC=C[C:34]1=2)=[N+](C)C)C.[B-](F)(F)(F)F.CCN(CC)CC.C(N)C. The catalyst is CN(C=O)C. The product is [CH:1]1([C:4]2[CH:5]=[CH:6][C:7]([N:10]3[CH2:14][CH2:13][C:12]4([CH2:15][CH2:16][N:17]([CH2:20][C:21]([NH:33][CH2:34][CH3:35])=[O:22])[CH2:18][CH2:19]4)[C:11]3=[O:24])=[CH:8][CH:9]=2)[CH2:2][CH2:3]1. The yield is 0.350. (2) The reactants are [Cl:1][C:2]1[CH:3]=[C:4]([CH2:9][CH2:10][CH:11]([NH2:13])[CH3:12])[CH:5]=[CH:6][C:7]=1[Cl:8].[CH2:14]([N:16]1[C:20](=[O:21])[C:19]([O:22]C)=[C:18]([C:24](O)=[O:25])[CH2:17]1)[CH3:15]. No catalyst specified. The product is [Cl:1][C:2]1[CH:3]=[C:4]([CH2:9][CH2:10][CH:11]([NH:13][C:24]([C:18]2[CH2:17][N:16]([CH2:14][CH3:15])[C:20](=[O:21])[C:19]=2[OH:22])=[O:25])[CH3:12])[CH:5]=[CH:6][C:7]=1[Cl:8]. The yield is 0.150. (3) The reactants are C(O[BH-](OC(=O)C)OC(=O)C)(=O)C.[Na+].[C:15]([O:19][C:20]([CH2:22][NH:23][CH:24]1[CH2:28][CH2:27][C:26](=O)[CH2:25]1)=[O:21])([CH3:18])([CH3:17])[CH3:16].[CH3:30][CH:31]1[CH2:36][CH2:35][NH:34][CH2:33][CH2:32]1.C(O)(=O)C.[OH-].[Na+].[ClH:43].C(OCC)C. The catalyst is ClCCCl. The product is [ClH:43].[C:15]([O:19][C:20]([CH2:22][NH:23][C@H:24]1[CH2:28][CH2:27][C@@H:26]([N:34]2[CH2:35][CH2:36][CH:31]([CH3:30])[CH2:32][CH2:33]2)[CH2:25]1)=[O:21])([CH3:18])([CH3:17])[CH3:16]. The yield is 0.350. (4) The reactants are [N:1](C1CCOC(C2N(C)N=CC=2[N+]([O-])=O)CC1O)=[N+:2]=[N-:3].[CH3:21][CH:22]1[CH:28]([C:29]2[N:33]([CH3:34])[N:32]=[CH:31][C:30]=2[N+:35]([O-:37])=[O:36])[O:27][CH2:26][C:25]2([CH3:38])[CH:23]1[O:24]2. The yield is 0.630. No catalyst specified. The product is [N:1]([CH:23]1[CH:22]([CH3:21])[CH:28]([C:29]2[N:33]([CH3:34])[N:32]=[CH:31][C:30]=2[N+:35]([O-:37])=[O:36])[O:27][CH2:26][C:25]1([CH3:38])[OH:24])=[N+:2]=[N-:3]. (5) The reactants are [Cl:1][C:2]1[CH:7]=[C:6](/[CH:8]=[CH:9]/[CH:10]([C:15]2[CH:20]=[C:19]([Cl:21])[CH:18]=[C:17]([Cl:22])[CH:16]=2)[C:11]([F:14])([F:13])[F:12])[CH:5]=[CH:4][C:3]=1[CH2:23][NH2:24].[CH2:25]([N:27]=[C:28]=[O:29])[CH3:26]. The catalyst is C(Cl)Cl. The product is [Cl:1][C:2]1[CH:7]=[C:6](/[CH:8]=[CH:9]/[CH:10]([C:15]2[CH:16]=[C:17]([Cl:22])[CH:18]=[C:19]([Cl:21])[CH:20]=2)[C:11]([F:13])([F:14])[F:12])[CH:5]=[CH:4][C:3]=1[CH2:23][NH:24][C:28]([NH:27][CH2:25][CH3:26])=[O:29]. The yield is 0.600. (6) The reactants are [Si]([O:18][CH2:19][C:20]1[CH:21]=[C:22]([CH2:30][OH:31])[CH:23]=[C:24]([O:26][CH:27]([CH3:29])[CH3:28])[CH:25]=1)(C(C)(C)C)(C1C=CC=CC=1)C1C=CC=CC=1.O[C:33]1[CH:37]=[C:36]([CH2:38][CH2:39][C:40]([O:42][CH2:43][CH3:44])=[O:41])[N:35]([C:45]2[CH:50]=[CH:49][CH:48]=[CH:47][CH:46]=2)[N:34]=1.C(P(CCCC)CCCC)CCC.N(C(N1CCCCC1)=O)=NC(N1CCCCC1)=O.[F-].C([N+](CCCC)(CCCC)CCCC)CCC.C(=O)([O-])O.[Na+]. The catalyst is O1CCCC1. The product is [OH:31][CH2:30][C:22]1[CH:21]=[C:20]([CH:25]=[C:24]([O:26][CH:27]([CH3:28])[CH3:29])[CH:23]=1)[CH2:19][O:18][C:33]1[CH:37]=[C:36]([CH2:38][CH2:39][C:40]([O:42][CH2:43][CH3:44])=[O:41])[N:35]([C:45]2[CH:46]=[CH:47][CH:48]=[CH:49][CH:50]=2)[N:34]=1. The yield is 0.440.